Dataset: Full USPTO retrosynthesis dataset with 1.9M reactions from patents (1976-2016). Task: Predict the reactants needed to synthesize the given product. (1) Given the product [CH3:3][O:4][CH:5]([O:16][CH3:17])[C:6]1[CH:11]=[CH:10][N:9]=[C:8]([O:22][CH2:21][CH2:20][O:19][CH3:18])[N:7]=1, predict the reactants needed to synthesize it. The reactants are: [H-].[Na+].[CH3:3][O:4][CH:5]([O:16][CH3:17])[C:6]1[CH:11]=[CH:10][N:9]=[C:8](S(C)(=O)=O)[N:7]=1.[CH3:18][O:19][CH2:20][CH2:21][OH:22]. (2) Given the product [Cl:28][C:29]1[C:38]([C:2]2[N:7]=[C:6]([CH3:8])[N:5]=[C:4]([N:9]([CH2:19][C:20]3[CH:25]=[CH:24][C:23]([O:26][CH3:27])=[CH:22][CH:21]=3)[CH2:10][C:11]3[CH:16]=[CH:15][C:14]([O:17][CH3:18])=[CH:13][CH:12]=3)[N:3]=2)=[CH:37][C:36]2[C:31](=[CH:32][CH:33]=[CH:34][CH:35]=2)[N:30]=1, predict the reactants needed to synthesize it. The reactants are: I[C:2]1[N:7]=[C:6]([CH3:8])[N:5]=[C:4]([N:9]([CH2:19][C:20]2[CH:25]=[CH:24][C:23]([O:26][CH3:27])=[CH:22][CH:21]=2)[CH2:10][C:11]2[CH:16]=[CH:15][C:14]([O:17][CH3:18])=[CH:13][CH:12]=2)[N:3]=1.[Cl:28][C:29]1[C:38](B(O)O)=[CH:37][C:36]2[C:31](=[CH:32][CH:33]=[CH:34][CH:35]=2)[N:30]=1.C(=O)([O-])[O-].[Na+].[Na+].COCCOC. (3) The reactants are: [Br-].[C:2]([C:5]1[N:9]([CH:10]([CH3:12])[CH3:11])[C:8]([CH2:13][P+](C2C=CC=CC=2)(C2C=CC=CC=2)C2C=CC=CC=2)=[C:7]([C:33]2[CH:38]=[CH:37][C:36]([F:39])=[CH:35][CH:34]=2)[C:6]=1[C:40]1[CH:45]=[CH:44][CH:43]=[CH:42][CH:41]=1)(=[O:4])[NH2:3].C[Si]([N-][Si](C)(C)C)(C)C.[Na+].[C:56]([O:60][C:61](=[O:73])[CH2:62][CH:63]1[CH2:68][CH:67]([CH:69]=O)[O:66][C:65]([CH3:72])([CH3:71])[O:64]1)([CH3:59])([CH3:58])[CH3:57]. Given the product [C:56]([O:60][C:61](=[O:73])[CH2:62][C@H:63]1[CH2:68][C@H:67](/[CH:69]=[CH:13]/[C:8]2[N:9]([CH:10]([CH3:12])[CH3:11])[C:5]([C:2](=[O:4])[NH2:3])=[C:6]([C:40]3[CH:45]=[CH:44][CH:43]=[CH:42][CH:41]=3)[C:7]=2[C:33]2[CH:38]=[CH:37][C:36]([F:39])=[CH:35][CH:34]=2)[O:66][C:65]([CH3:72])([CH3:71])[O:64]1)([CH3:59])([CH3:57])[CH3:58], predict the reactants needed to synthesize it. (4) Given the product [F:1][C:2]([F:33])([F:32])[C:3]1[CH:4]=[C:5]([CH:25]=[C:26]([C:28]([F:31])([F:30])[F:29])[CH:27]=1)[CH2:6][N:7]([CH3:24])[C:8]([C:9]1[C:14]([C:15]2[CH:20]=[CH:19][CH:18]=[CH:17][C:16]=2[CH3:21])=[CH:13][C:12]([C:37]2[CH:38]=[CH:39][N:34]=[CH:35][CH:36]=2)=[N:11][CH:10]=1)=[O:23], predict the reactants needed to synthesize it. The reactants are: [F:1][C:2]([F:33])([F:32])[C:3]1[CH:4]=[C:5]([CH:25]=[C:26]([C:28]([F:31])([F:30])[F:29])[CH:27]=1)[CH2:6][N:7]([CH3:24])[C:8](=[O:23])[C:9]1[C:14]([C:15]2[CH:20]=[CH:19][CH:18]=[CH:17][C:16]=2[CH3:21])=[CH:13][C:12](I)=[N:11][CH:10]=1.[N:34]1[CH:39]=[CH:38][C:37](B(O)O)=[CH:36][CH:35]=1.C(=O)([O-])[O-].[Na+].[Na+]. (5) Given the product [CH2:1]([NH:8][C:18]([C:16]1[S:17][C:11]2[N:10]([CH3:21])[C:9](=[O:22])[N:8]([CH2:1][C:2]3[CH:7]=[CH:6][CH:5]=[CH:4][CH:3]=3)[C:13](=[O:14])[C:12]=2[CH:15]=1)=[O:19])[C:2]1[CH:7]=[CH:6][CH:5]=[CH:4][CH:3]=1, predict the reactants needed to synthesize it. The reactants are: [CH2:1]([N:8]1[C:13](=[O:14])[C:12]2[CH:15]=[C:16]([C:18](O)=[O:19])[S:17][C:11]=2[N:10]([CH3:21])[C:9]1=[O:22])[C:2]1[CH:7]=[CH:6][CH:5]=[CH:4][CH:3]=1. (6) Given the product [C:44]1([CH2:50][C:51]([NH:53][NH:54][C:11]([C:9]2[NH:8][C:5]3=[CH:6][N:7]=[C:2]([Cl:1])[CH:3]=[C:4]3[CH:10]=2)=[O:13])=[O:52])[CH:49]=[CH:48][CH:47]=[CH:46][CH:45]=1, predict the reactants needed to synthesize it. The reactants are: [Cl:1][C:2]1[CH:3]=[C:4]2[CH:10]=[C:9]([C:11]([OH:13])=O)[NH:8][C:5]2=[CH:6][N:7]=1.CCN(C(C)C)C(C)C.C1C=CC2N(O)N=NC=2C=1.CCN=C=NCCCN(C)C.[C:44]1([CH2:50][C:51]([NH:53][NH2:54])=[O:52])[CH:49]=[CH:48][CH:47]=[CH:46][CH:45]=1. (7) The reactants are: Br[C:2]1[C:3](=[O:21])[CH2:4][CH2:5][C:6]2([CH2:17][CH2:18][CH2:19][CH3:20])[C:14]=1[C:13]1[C:8](=[CH:9][C:10]([O:15][CH3:16])=[CH:11][CH:12]=1)[CH2:7]2.C([Sn](CCCC)(CCCC)[C:27]1[CH:32]=[CH:31][C:30]([O:33][CH2:34][O:35][CH3:36])=[CH:29][CH:28]=1)CCC. Given the product [CH2:17]([C:6]12[CH2:5][CH2:4][C:3](=[O:21])[C:2]([C:27]3[CH:32]=[CH:31][C:30]([O:33][CH2:34][O:35][CH3:36])=[CH:29][CH:28]=3)=[C:14]1[C:13]1[C:12](=[CH:11][C:10]([O:15][CH3:16])=[CH:9][CH:8]=1)[CH2:7]2)[CH2:18][CH2:19][CH3:20], predict the reactants needed to synthesize it. (8) Given the product [I:1][C:2]1[CH:3]=[C:4]([CH:9]=[CH:10][CH:11]=1)[C:5]([NH:7][NH:8][C:17](=[O:18])[C:16]1[CH:20]=[CH:21][CH:22]=[C:14]([O:13][CH3:12])[CH:15]=1)=[O:6], predict the reactants needed to synthesize it. The reactants are: [I:1][C:2]1[CH:3]=[C:4]([CH:9]=[CH:10][CH:11]=1)[C:5]([NH:7][NH2:8])=[O:6].[CH3:12][O:13][C:14]1[CH:15]=[C:16]([CH:20]=[CH:21][CH:22]=1)[C:17](Cl)=[O:18].N1C=CC=CC=1.O. (9) Given the product [CH3:18][O:17][C@@H:13]([CH2:12][C:9]1[CH:10]=[CH:11][C:6]([O:5][CH2:4][CH2:3][CH2:2][O:1][C:24]2[CH:25]=[CH:26][C:21]([C:20]([F:29])([F:28])[F:19])=[CH:22][CH:23]=2)=[CH:7][CH:8]=1)[C:14]([OH:16])=[O:15], predict the reactants needed to synthesize it. The reactants are: [OH:1][CH2:2][CH2:3][CH2:4][O:5][C:6]1[CH:11]=[CH:10][C:9]([CH2:12][C@H:13]([O:17][CH3:18])[C:14]([OH:16])=[O:15])=[CH:8][CH:7]=1.[F:19][C:20]([F:29])([F:28])[C:21]1[CH:26]=[CH:25][C:24](O)=[CH:23][CH:22]=1. (10) Given the product [C:30]([C:2]1[N:7]=[N:6][CH:5]=[C:4]([N:8]2[CH:12]=[CH:11][C:10]([N:13]3[CH2:18][C@H:17]([CH3:19])[O:16][C@H:15]([C@@H:20]([OH:28])[C:21]([O:23][C:24]([CH3:27])([CH3:26])[CH3:25])=[O:22])[C:14]3=[O:29])=[N:9]2)[CH:3]=1)#[N:31], predict the reactants needed to synthesize it. The reactants are: Cl[C:2]1[N:7]=[N:6][CH:5]=[C:4]([N:8]2[CH:12]=[CH:11][C:10]([N:13]3[CH2:18][C@H:17]([CH3:19])[O:16][C@H:15]([C@@H:20]([OH:28])[C:21]([O:23][C:24]([CH3:27])([CH3:26])[CH3:25])=[O:22])[C:14]3=[O:29])=[N:9]2)[CH:3]=1.[CH3:30][N:31](C=O)C.